Dataset: NCI-60 drug combinations with 297,098 pairs across 59 cell lines. Task: Regression. Given two drug SMILES strings and cell line genomic features, predict the synergy score measuring deviation from expected non-interaction effect. (1) Drug 1: CCC(=C(C1=CC=CC=C1)C2=CC=C(C=C2)OCCN(C)C)C3=CC=CC=C3.C(C(=O)O)C(CC(=O)O)(C(=O)O)O. Drug 2: CCC1=C2CN3C(=CC4=C(C3=O)COC(=O)C4(CC)O)C2=NC5=C1C=C(C=C5)O. Cell line: SW-620. Synergy scores: CSS=39.8, Synergy_ZIP=-1.34, Synergy_Bliss=1.23, Synergy_Loewe=-21.0, Synergy_HSA=1.98. (2) Drug 1: CC1=CC2C(CCC3(C2CCC3(C(=O)C)OC(=O)C)C)C4(C1=CC(=O)CC4)C. Drug 2: C#CCC(CC1=CN=C2C(=N1)C(=NC(=N2)N)N)C3=CC=C(C=C3)C(=O)NC(CCC(=O)O)C(=O)O. Cell line: UACC62. Synergy scores: CSS=4.01, Synergy_ZIP=-0.352, Synergy_Bliss=3.21, Synergy_Loewe=-45.9, Synergy_HSA=3.01. (3) Drug 1: CC1C(C(CC(O1)OC2CC(CC3=C2C(=C4C(=C3O)C(=O)C5=C(C4=O)C(=CC=C5)OC)O)(C(=O)C)O)N)O.Cl. Drug 2: CC1=C2C(C(=O)C3(C(CC4C(C3C(C(C2(C)C)(CC1OC(=O)C(C(C5=CC=CC=C5)NC(=O)OC(C)(C)C)O)O)OC(=O)C6=CC=CC=C6)(CO4)OC(=O)C)O)C)O. Cell line: UACC-257. Synergy scores: CSS=6.32, Synergy_ZIP=-9.33, Synergy_Bliss=-3.71, Synergy_Loewe=-14.0, Synergy_HSA=-4.23. (4) Drug 1: CCC1=C2CN3C(=CC4=C(C3=O)COC(=O)C4(CC)O)C2=NC5=C1C=C(C=C5)O. Drug 2: C1C(C(OC1N2C=NC(=NC2=O)N)CO)O. Cell line: NCI-H226. Synergy scores: CSS=9.22, Synergy_ZIP=-1.02, Synergy_Bliss=1.91, Synergy_Loewe=0.683, Synergy_HSA=1.97. (5) Drug 1: CC(CN1CC(=O)NC(=O)C1)N2CC(=O)NC(=O)C2. Drug 2: CN(CCCl)CCCl.Cl. Cell line: OVCAR-8. Synergy scores: CSS=21.7, Synergy_ZIP=-4.31, Synergy_Bliss=4.73, Synergy_Loewe=3.69, Synergy_HSA=4.03. (6) Drug 1: C1=NC2=C(N=C(N=C2N1C3C(C(C(O3)CO)O)O)F)N. Drug 2: C#CCC(CC1=CN=C2C(=N1)C(=NC(=N2)N)N)C3=CC=C(C=C3)C(=O)NC(CCC(=O)O)C(=O)O. Cell line: SF-539. Synergy scores: CSS=42.2, Synergy_ZIP=-1.03, Synergy_Bliss=-4.57, Synergy_Loewe=-3.63, Synergy_HSA=-2.27. (7) Drug 1: CCC1(CC2CC(C3=C(CCN(C2)C1)C4=CC=CC=C4N3)(C5=C(C=C6C(=C5)C78CCN9C7C(C=CC9)(C(C(C8N6C=O)(C(=O)OC)O)OC(=O)C)CC)OC)C(=O)OC)O.OS(=O)(=O)O. Drug 2: CC=C1C(=O)NC(C(=O)OC2CC(=O)NC(C(=O)NC(CSSCCC=C2)C(=O)N1)C(C)C)C(C)C. Cell line: K-562. Synergy scores: CSS=78.1, Synergy_ZIP=-0.0781, Synergy_Bliss=-2.06, Synergy_Loewe=-13.4, Synergy_HSA=-2.29. (8) Synergy scores: CSS=11.2, Synergy_ZIP=-3.13, Synergy_Bliss=0.392, Synergy_Loewe=2.17, Synergy_HSA=1.84. Cell line: OVCAR-5. Drug 2: CC1=C(C=C(C=C1)NC(=O)C2=CC=C(C=C2)CN3CCN(CC3)C)NC4=NC=CC(=N4)C5=CN=CC=C5. Drug 1: CC1=CC=C(C=C1)C2=CC(=NN2C3=CC=C(C=C3)S(=O)(=O)N)C(F)(F)F. (9) Drug 1: CNC(=O)C1=CC=CC=C1SC2=CC3=C(C=C2)C(=NN3)C=CC4=CC=CC=N4. Drug 2: CC1=C(C=C(C=C1)NC(=O)C2=CC=C(C=C2)CN3CCN(CC3)C)NC4=NC=CC(=N4)C5=CN=CC=C5. Cell line: MDA-MB-435. Synergy scores: CSS=-3.09, Synergy_ZIP=0.108, Synergy_Bliss=-1.39, Synergy_Loewe=-8.25, Synergy_HSA=-3.95. (10) Drug 1: CCC1=C2CN3C(=CC4=C(C3=O)COC(=O)C4(CC)O)C2=NC5=C1C=C(C=C5)O. Drug 2: CN(CC1=CN=C2C(=N1)C(=NC(=N2)N)N)C3=CC=C(C=C3)C(=O)NC(CCC(=O)O)C(=O)O. Cell line: NCIH23. Synergy scores: CSS=26.1, Synergy_ZIP=-1.08, Synergy_Bliss=-0.731, Synergy_Loewe=-5.42, Synergy_HSA=1.15.